From a dataset of Forward reaction prediction with 1.9M reactions from USPTO patents (1976-2016). Predict the product of the given reaction. (1) Given the reactants [C:1]([O:5][C:6]([N:8]1[CH2:12][C@@H:11]([CH:13]=O)[C@H:10]([CH2:15][C:16]2[CH:21]=[CH:20][CH:19]=[CH:18][CH:17]=2)[CH2:9]1)=[O:7])([CH3:4])([CH3:3])[CH3:2].[CH3:22][NH2:23].C(O[BH-](OC(=O)C)OC(=O)C)(=O)C.[Na+], predict the reaction product. The product is: [C:1]([O:5][C:6]([N:8]1[CH2:12][C@@H:11]([CH2:13][NH:23][CH3:22])[C@H:10]([CH2:15][C:16]2[CH:21]=[CH:20][CH:19]=[CH:18][CH:17]=2)[CH2:9]1)=[O:7])([CH3:4])([CH3:3])[CH3:2]. (2) Given the reactants [CH3:1][C:2]1[C:6]([C:7]([O:9][CH3:10])=[O:8])=[CH:5][NH:4][N:3]=1.[CH3:11][O:12][C:13]1[CH:14]=[C:15](B(O)O)[CH:16]=[CH:17][CH:18]=1.N1C=CC=CC=1, predict the reaction product. The product is: [CH3:11][O:12][C:13]1[CH:18]=[C:17]([N:4]2[CH:5]=[C:6]([C:7]([O:9][CH3:10])=[O:8])[C:2]([CH3:1])=[N:3]2)[CH:16]=[CH:15][CH:14]=1. (3) The product is: [CH2:13]([C:11]1[S:10][CH:9]=[C:8]([C:6]([OH:7])=[O:5])[CH:12]=1)[CH3:14]. Given the reactants [OH-].[K+].C([O:5][C:6]([C:8]1[CH:12]=[C:11]([CH2:13][CH3:14])[S:10][CH:9]=1)=[O:7])C, predict the reaction product. (4) Given the reactants [Cl:1][C:2]1[CH:3]=[CH:4][N:5]2[CH:10]=[C:9]([CH2:11][CH3:12])[N:8]([C:13]3[CH:18]=[CH:17][CH:16]=[C:15]([F:19])[CH:14]=3)[C:7](=[O:20])[C:6]=12.[O:21]1CCOCC1, predict the reaction product. The product is: [Cl:1][C:2]1[CH:3]=[CH:4][N:5]2[CH:10]=[C:9]([CH:11]([OH:21])[CH3:12])[N:8]([C:13]3[CH:18]=[CH:17][CH:16]=[C:15]([F:19])[CH:14]=3)[C:7](=[O:20])[C:6]=12. (5) Given the reactants Cl.[Cl:2][C:3]1[CH:4]=[C:5]2[C:9](=[CH:10][CH:11]=1)[NH:8][C:7]([C:12]([NH:14][C@H:15]1[CH2:20][CH2:19][CH2:18][CH2:17][C@H:16]1[NH:21][C:22]([C:24]1[S:32][C:31]3[CH2:30][CH2:29][NH:28][CH2:27][C:26]=3[CH:25]=1)=[O:23])=[O:13])=[CH:6]2.C=O.[C:35](O[BH-](OC(=O)C)OC(=O)C)(=O)C.[Na+].[OH-].[Na+], predict the reaction product. The product is: [ClH:2].[Cl:2][C:3]1[CH:4]=[C:5]2[C:9](=[CH:10][CH:11]=1)[NH:8][C:7]([C:12]([NH:14][C@H:15]1[CH2:20][CH2:19][CH2:18][CH2:17][C@H:16]1[NH:21][C:22]([C:24]1[S:32][C:31]3[CH2:30][CH2:29][N:28]([CH3:35])[CH2:27][C:26]=3[CH:25]=1)=[O:23])=[O:13])=[CH:6]2.